From a dataset of Catalyst prediction with 721,799 reactions and 888 catalyst types from USPTO. Predict which catalyst facilitates the given reaction. (1) Reactant: [CH3:1][N:2]([CH3:8])[CH:3]1[CH2:7][CH2:6][NH:5][CH2:4]1.[Br:9][C:10]1[CH:15]=[CH:14][C:13]([S:16](Cl)(=[O:18])=[O:17])=[CH:12][CH:11]=1. Product: [Br:9][C:10]1[CH:15]=[CH:14][C:13]([S:16]([N:5]2[CH2:6][CH2:7][CH:3]([N:2]([CH3:8])[CH3:1])[CH2:4]2)(=[O:18])=[O:17])=[CH:12][CH:11]=1. The catalyst class is: 472. (2) Reactant: [F:1][C:2]1[CH:7]=[CH:6][C:5]([F:8])=[CH:4][C:3]=1[C:9]1[CH:14]=[C:13]([NH:15][C:16]2[CH:21]=[CH:20][N:19]=[C:18]3[CH:22]=[N:23][NH:24][C:17]=23)[C:12]([CH3:25])=[CH:11][N:10]=1.[N:26]([CH:29]([CH3:31])[CH3:30])=[C:27]=[O:28]. The catalyst class is: 10. Product: [F:1][C:2]1[CH:7]=[CH:6][C:5]([F:8])=[CH:4][C:3]=1[C:9]1[CH:14]=[C:13]([NH:15][C:16]2[CH:21]=[CH:20][N:19]=[C:18]3[CH:22]=[N:23][N:24]([C:27]([NH:26][CH:29]([CH3:31])[CH3:30])=[O:28])[C:17]=23)[C:12]([CH3:25])=[CH:11][N:10]=1.